This data is from Catalyst prediction with 721,799 reactions and 888 catalyst types from USPTO. The task is: Predict which catalyst facilitates the given reaction. (1) The catalyst class is: 505. Reactant: [C:1]([C:4]1[CH:5]=[C:6](B(O)O)[CH:7]=[CH:8][CH:9]=1)([OH:3])=[O:2].Cl[C:14]1[C:15]2[C:22]([C:23]([O:25][CH2:26][CH3:27])=[O:24])=[CH:21][NH:20][C:16]=2[N:17]=[CH:18][N:19]=1.C(=O)([O-])[O-].[Na+].[Na+]. Product: [CH2:26]([O:25][C:23]([C:22]1[C:15]2[C:14]([C:6]3[CH:5]=[C:4]([CH:9]=[CH:8][CH:7]=3)[C:1]([OH:3])=[O:2])=[N:19][CH:18]=[N:17][C:16]=2[NH:20][CH:21]=1)=[O:24])[CH3:27]. (2) Reactant: [OH:1][N:2]1[C:6](=[O:7])[C:5]2=[CH:8][CH:9]=[CH:10][CH:11]=[C:4]2[C:3]1=[O:12].C1(P(C2C=CC=CC=2)C2C=CC=CC=2)C=CC=CC=1.[O:32]1[CH2:37][CH2:36][CH:35](O)[CH2:34][CH2:33]1.N(C(OC(C)(C)C)=O)=NC(OC(C)(C)C)=O. Product: [O:32]1[CH2:37][CH2:36][CH:35]([O:1][N:2]2[C:3](=[O:12])[C:4]3[C:5](=[CH:8][CH:9]=[CH:10][CH:11]=3)[C:6]2=[O:7])[CH2:34][CH2:33]1. The catalyst class is: 1. (3) Reactant: [N+:1]([C:4]1[CH:9]=[CH:8][CH:7]=[C:6]([NH2:10])[C:5]=1[NH2:11])([O-:3])=[O:2].Br[C:13]#[N:14].O. Product: [N+:1]([C:4]1[C:5]2[NH:11][C:13]([NH2:14])=[N:10][C:6]=2[CH:7]=[CH:8][CH:9]=1)([O-:3])=[O:2]. The catalyst class is: 8.